This data is from Reaction yield outcomes from USPTO patents with 853,638 reactions. The task is: Predict the reaction yield, written as a fraction of the theoretical maximum amount of product (1.0 means a 100% yield; for example, 0.34 means a 34% yield). (1) The reactants are C([O:4][CH2:5][C:6]1[C:11]([N:12]2[C:24](=[O:25])[C:23]3[S:22][C:21]4[CH2:20][CH2:19][CH2:18][CH2:17][C:16]=4[C:15]=3[CH:14]=[N:13]2)=[CH:10][C:9]([F:26])=[CH:8][C:7]=1[C:27]1[CH:32]=[C:31]([NH:33][C:34]2[CH:39]=[CH:38][C:37]([N:40]3[CH2:45][C@@H:44]([CH3:46])[N:43]([CH:47]4[CH2:50][O:49][CH2:48]4)[CH2:42][C@@H:41]3[CH3:51])=[CH:36][N:35]=2)[C:30](=[O:52])[N:29]([CH3:53])[CH:28]=1)(=O)C.[OH-].[Li+]. The catalyst is C(O)(C)C.C1COCC1.O. The product is [CH3:51][C@H:41]1[CH2:42][N:43]([CH:47]2[CH2:50][O:49][CH2:48]2)[C@H:44]([CH3:46])[CH2:45][N:40]1[C:37]1[CH:38]=[CH:39][C:34]([NH:33][C:31]2[C:30](=[O:52])[N:29]([CH3:53])[CH:28]=[C:27]([C:7]3[C:6]([CH2:5][OH:4])=[C:11]([N:12]4[C:24](=[O:25])[C:23]5[S:22][C:21]6[CH2:20][CH2:19][CH2:18][CH2:17][C:16]=6[C:15]=5[CH:14]=[N:13]4)[CH:10]=[C:9]([F:26])[CH:8]=3)[CH:32]=2)=[N:35][CH:36]=1. The yield is 0.380. (2) The reactants are [Li]CCCC.C(N[CH:10]([CH3:12])[CH3:11])(C)C.C[Si](C#CC)(C)C.[Cl:20][C:21]1[CH:22]=[C:23]([C:28](=[O:33])[C:29]([F:32])([F:31])[F:30])[CH:24]=[C:25]([Cl:27])[CH:26]=1.C(=O)([O-])[O-].[K+].[K+]. The catalyst is O1CCCC1. The product is [Cl:20][C:21]1[CH:22]=[C:23]([C:28]([OH:33])([CH2:12][C:10]#[CH:11])[C:29]([F:30])([F:31])[F:32])[CH:24]=[C:25]([Cl:27])[CH:26]=1. The yield is 0.540. (3) The reactants are [CH:1]1[C:11]2[CH2:10][CH2:9][C:8]3[CH:12]=[CH:13][CH:14]=[CH:15][C:7]=3[C:6](=[CH:16][C:17]3[CH:18]=[CH:19][C:20]([O:24][CH3:25])=[C:21]([NH2:23])[CH:22]=3)[C:5]=2[CH:4]=[CH:3][CH:2]=1.[CH3:26][S:27](Cl)(=[O:29])=[O:28]. No catalyst specified. The product is [CH:12]1[C:8]2[CH2:9][CH2:10][C:11]3[CH:1]=[CH:2][CH:3]=[CH:4][C:5]=3[C:6](=[CH:16][C:17]3[CH:18]=[CH:19][C:20]([O:24][CH3:25])=[C:21]([NH:23][S:27]([CH3:26])(=[O:29])=[O:28])[CH:22]=3)[C:7]=2[CH:15]=[CH:14][CH:13]=1. The yield is 0.770. (4) The product is [CH3:1][C:2]1[N:3]=[C:4]([N:10]2[C:14](=[O:15])[NH:13][N:12]=[CH:11]2)[S:5][C:6]=1[C:7]([NH:49][CH2:48][C:44]1[CH:43]=[N:42][CH:47]=[CH:46][CH:45]=1)=[O:9]. No catalyst specified. The reactants are [CH3:1][C:2]1[N:3]=[C:4]([N:10]2[C:14](=[O:15])[N:13](CC3C=CC(C(F)(F)F)=CC=3)[N:12]=[CH:11]2)[S:5][C:6]=1[C:7]([OH:9])=O.CC1N=C(N2C(=O)NN=C2)SC=1C(O)=O.[N:42]1[CH:47]=[CH:46][CH:45]=[C:44]([CH2:48][NH2:49])[CH:43]=1. The yield is 0.650. (5) The reactants are Br[C:2]1[CH:3]=[C:4]([N:8]2[CH2:13][CH2:12][N:11]([C:14]([O:16][C:17]([CH3:20])([CH3:19])[CH3:18])=[O:15])[CH2:10][CH2:9]2)[CH:5]=[N:6][CH:7]=1.[F:21][C:22]1[CH:27]=[C:26]([F:28])[CH:25]=[CH:24][C:23]=1OB(O)O.C(=O)([O-])[O-].[Na+].[Na+].C1(C)C=CC=CC=1. The catalyst is O. The product is [F:21][C:22]1[CH:27]=[C:26]([F:28])[CH:25]=[CH:24][C:23]=1[C:2]1[CH:3]=[C:4]([N:8]2[CH2:13][CH2:12][N:11]([C:14]([O:16][C:17]([CH3:20])([CH3:19])[CH3:18])=[O:15])[CH2:10][CH2:9]2)[CH:5]=[N:6][CH:7]=1. The yield is 0.940.